Task: Predict the reaction yield, written as a fraction of the theoretical maximum amount of product (1.0 means a 100% yield; for example, 0.34 means a 34% yield).. Dataset: Reaction yield outcomes from USPTO patents with 853,638 reactions (1) The reactants are CC(C1C=C(C(C)C)C=C(C(C)C)C=1S([O:19][CH:20]([C:27]1(O)[CH2:30][N:29]([C:31]([C:33]2[CH:38]=[CH:37][C:36]([F:39])=[C:35]([F:40])[C:34]=2[NH:41][C:42]2[CH:47]=[CH:46][C:45]([I:48])=[CH:44][C:43]=2[F:49])=[O:32])[CH2:28]1)[CH2:21][CH:22]1[O:26][CH2:25][CH2:24][O:23]1)(=O)=O)C.[H-].[Na+].C(OCC)(=O)C. The catalyst is O1CCCC1. The product is [O:26]1[CH2:25][CH2:24][O:23][CH:22]1[CH2:21][CH:20]1[C:27]2([CH2:30][N:29]([C:31]([C:33]3[C:34]([NH:41][C:42]4[CH:47]=[CH:46][C:45]([I:48])=[CH:44][C:43]=4[F:49])=[C:35]([F:40])[C:36]([F:39])=[CH:37][CH:38]=3)=[O:32])[CH2:28]2)[O:19]1. The yield is 0.940. (2) The reactants are Br[C:2]1[CH:10]=[C:9]2[C:5]([CH:6]=[N:7][N:8]2[CH:11]2[CH2:16][CH2:15][CH2:14][CH2:13][O:12]2)=[CH:4][CH:3]=1.[CH2:17]([C:19]1[CH:24]=[C:23]([O:25][CH3:26])[C:22]([F:27])=[CH:21][C:20]=1B1OC(C)(C)C(C)(C)O1)[CH3:18].P([O-])([O-])([O-])=O.[K+].[K+].[K+]. The catalyst is O1CCOCC1.O.[Pd].C1(P(C2C=CC=CC=2)C2C=CC=CC=2)C=CC=CC=1.C1(P(C2C=CC=CC=2)C2C=CC=CC=2)C=CC=CC=1.C1(P(C2C=CC=CC=2)C2C=CC=CC=2)C=CC=CC=1.C1(P(C2C=CC=CC=2)C2C=CC=CC=2)C=CC=CC=1. The product is [CH2:17]([C:19]1[CH:24]=[C:23]([O:25][CH3:26])[C:22]([F:27])=[CH:21][C:20]=1[C:2]1[CH:10]=[C:9]2[C:5]([CH:6]=[N:7][N:8]2[CH:11]2[CH2:16][CH2:15][CH2:14][CH2:13][O:12]2)=[CH:4][CH:3]=1)[CH3:18]. The yield is 0.710.